This data is from Forward reaction prediction with 1.9M reactions from USPTO patents (1976-2016). The task is: Predict the product of the given reaction. (1) Given the reactants [C:1]([C:5]1[N:6]=[C:7]([N:16]2[CH2:20][CH2:19][C:18]([F:22])([F:21])[CH2:17]2)[C:8]2[N:13]=[N:12][N:11]([CH2:14][CH3:15])[C:9]=2[N:10]=1)([CH3:4])([CH3:3])[CH3:2].C(C1N=C([N:36]2[CH2:40][CH2:39][C:38](F)(F)[CH2:37]2)C2N=NNC=2N=1)(C)(C)C.Br.BrCC1C=CC=CN=1, predict the reaction product. The product is: [C:1]([C:5]1[N:6]=[C:7]([N:16]2[CH2:20][CH2:19][C:18]([F:21])([F:22])[CH2:17]2)[C:8]2[N:13]=[N:12][N:11]([CH2:14][C:15]3[CH:40]=[CH:39][CH:38]=[CH:37][N:36]=3)[C:9]=2[N:10]=1)([CH3:2])([CH3:3])[CH3:4]. (2) Given the reactants Br[C:2]1[CH:7]=[C:6]([F:8])[C:5]([F:9])=[CH:4][C:3]=1[F:10].C([Mg]Cl)(C)C.[CH2:16]([C@H:18]1[O:20][CH2:19]1)[Cl:17].Cl, predict the reaction product. The product is: [Cl:17][CH2:16][C@@H:18]([OH:20])[CH2:19][C:2]1[CH:7]=[C:6]([F:8])[C:5]([F:9])=[CH:4][C:3]=1[F:10]. (3) Given the reactants [Cl:1][C:2]1[CH:11]=[C:10]2[C:5]([CH2:6][C:7]([CH3:47])([CH3:46])[C:8](=[O:45])[N:9]2[CH:12]2[CH2:17][CH2:16][N:15]([C:18]([C:20]3[CH:25]=[CH:24][C:23]([C:26]4[CH:31]=[C:30]([F:32])[CH:29]=[CH:28][C:27]=4[O:33][CH2:34][CH2:35][CH2:36][O:37]C4CCCCO4)=[CH:22][C:21]=3[F:44])=[O:19])[CH2:14][CH2:13]2)=[N:4][CH:3]=1.O.C1(C)C=CC(S(O)(=O)=O)=CC=1, predict the reaction product. The product is: [Cl:1][C:2]1[CH:11]=[C:10]2[C:5]([CH2:6][C:7]([CH3:47])([CH3:46])[C:8](=[O:45])[N:9]2[CH:12]2[CH2:17][CH2:16][N:15]([C:18]([C:20]3[CH:25]=[CH:24][C:23]([C:26]4[CH:31]=[C:30]([F:32])[CH:29]=[CH:28][C:27]=4[O:33][CH2:34][CH2:35][CH2:36][OH:37])=[CH:22][C:21]=3[F:44])=[O:19])[CH2:14][CH2:13]2)=[N:4][CH:3]=1.